From a dataset of Merck oncology drug combination screen with 23,052 pairs across 39 cell lines. Regression. Given two drug SMILES strings and cell line genomic features, predict the synergy score measuring deviation from expected non-interaction effect. (1) Drug 1: CCC1=CC2CN(C1)Cc1c([nH]c3ccccc13)C(C(=O)OC)(c1cc3c(cc1OC)N(C)C1C(O)(C(=O)OC)C(OC(C)=O)C4(CC)C=CCN5CCC31C54)C2. Drug 2: O=C(NOCC(O)CO)c1ccc(F)c(F)c1Nc1ccc(I)cc1F. Cell line: COLO320DM. Synergy scores: synergy=-6.22. (2) Synergy scores: synergy=-4.57. Drug 1: COC1=C2CC(C)CC(OC)C(O)C(C)C=C(C)C(OC(N)=O)C(OC)C=CC=C(C)C(=O)NC(=CC1=O)C2=O. Cell line: A2780. Drug 2: NC1CCCCC1N.O=C(O)C(=O)O.[Pt+2].